This data is from Forward reaction prediction with 1.9M reactions from USPTO patents (1976-2016). The task is: Predict the product of the given reaction. (1) Given the reactants [O:1]=[C:2]([NH:8][C:9]1[CH:10]=[C:11]([CH3:15])[CH:12]=[CH:13][CH:14]=1)/[CH:3]=[CH:4]\[C:5]([OH:7])=O.CCN(CC)CC.ClC(OC)=O.[NH:28]1[CH2:33][CH2:32][CH2:31][CH2:30][CH2:29]1, predict the reaction product. The product is: [O:7]=[C:5]([N:28]1[CH2:33][CH2:32][CH2:31][CH2:30][CH2:29]1)/[CH:4]=[CH:3]\[C:2]([NH:8][C:9]1[CH:10]=[C:11]([CH3:15])[CH:12]=[CH:13][CH:14]=1)=[O:1]. (2) Given the reactants [Cl:1][C:2]1[CH:3]=[CH:4][C:5]([O:11][CH3:12])=[C:6]([N:8]=[C:9]=[S:10])[CH:7]=1.Cl.[CH3:14][NH:15][O:16][CH2:17][C:18]([OH:20])=[O:19].C(N(CC)CC)C, predict the reaction product. The product is: [Cl:1][C:2]1[CH:3]=[CH:4][C:5]([O:11][CH3:12])=[C:6]([NH:8][C:9]([N:15]([CH3:14])[O:16][CH2:17][C:18]([OH:20])=[O:19])=[S:10])[CH:7]=1. (3) Given the reactants [Cl-].[Ca+2].[Cl-].[CH2:4]([NH:7][C:8]([C:10]1[CH:15]=[CH:14][C:13]([NH:16][C:17]([N:19]2[CH2:27][C:26]3[C:21](=[CH:22][CH:23]=[C:24]([C:28](OC)=[O:29])[CH:25]=3)[CH2:20]2)=[O:18])=[CH:12][CH:11]=1)=[O:9])[CH2:5][CH3:6].[BH4-].[Na+], predict the reaction product. The product is: [OH:29][CH2:28][C:24]1[CH:25]=[C:26]2[C:21](=[CH:22][CH:23]=1)[CH2:20][N:19]([C:17]([NH:16][C:13]1[CH:14]=[CH:15][C:10]([C:8](=[O:9])[NH:7][CH2:4][CH2:5][CH3:6])=[CH:11][CH:12]=1)=[O:18])[CH2:27]2. (4) Given the reactants [CH3:1][S:2]([O-])(=O)=O.[CH2:6]([C@@:9]1([CH3:35])[CH2:14][C@H:13]([C:15]2[CH:20]=[CH:19][CH:18]=[C:17]([Cl:21])[CH:16]=2)[C@@H:12]([C:22]2[CH:27]=[CH:26][C:25]([Cl:28])=[CH:24][CH:23]=2)[N+:11]2[C@@H:29]([CH:32]3[CH2:34][CH2:33]3)C[O:31][C:10]1=2)[CH:7]=[CH2:8].S.[Na], predict the reaction product. The product is: [CH2:6]([C@@:9]1([CH3:35])[CH2:14][C@H:13]([C:15]2[CH:20]=[CH:19][CH:18]=[C:17]([Cl:21])[CH:16]=2)[C@@H:12]([C:22]2[CH:27]=[CH:26][C:25]([Cl:28])=[CH:24][CH:23]=2)[N:11]([C@@H:29]([CH:32]2[CH2:34][CH2:33]2)[CH2:1][SH:2])[C:10]1=[O:31])[CH:7]=[CH2:8]. (5) Given the reactants [CH2:1]([C:3]1[C:11]2[C:6](=[CH:7][CH:8]=[CH:9][C:10]=2[NH:12][C:13]([C:15]2[N:16]=[C:17]3[CH:22]=[CH:21][CH:20]=[CH:19][N:18]3[CH:23]=2)=[O:14])[N:5]([CH2:24][C:25]2[CH:30]=[CH:29][CH:28]=[C:27]([OH:31])[N:26]=2)[N:4]=1)[CH3:2].[C:32]([O-])([O-])=O.[K+].[K+].IC, predict the reaction product. The product is: [CH2:1]([C:3]1[C:11]2[C:6](=[CH:7][CH:8]=[CH:9][C:10]=2[NH:12][C:13]([C:15]2[N:16]3[CH:19]=[CH:20][CH:21]=[CH:22][C:17]3=[N:18][CH:23]=2)=[O:14])[N:5]([CH2:24][C:25]2[N:26]([CH3:32])[C:27](=[O:31])[CH:28]=[CH:29][CH:30]=2)[N:4]=1)[CH3:2]. (6) Given the reactants [C:1]([N:5]1[C:9](=[O:10])[C:8](Cl)=[C:7]([C:12]2[CH:17]=[CH:16][CH:15]=[CH:14][CH:13]=2)[S:6]1(=[O:19])=[O:18])([CH3:4])([CH3:3])[CH3:2].[CH2:20]([NH2:27])[C:21]1[CH:26]=[CH:25][CH:24]=[CH:23][CH:22]=1.CCOC(C)=O, predict the reaction product. The product is: [CH2:20]([NH:27][C:8]1[C:9](=[O:10])[N:5]([C:1]([CH3:4])([CH3:3])[CH3:2])[S:6](=[O:19])(=[O:18])[C:7]=1[C:12]1[CH:17]=[CH:16][CH:15]=[CH:14][CH:13]=1)[C:21]1[CH:26]=[CH:25][CH:24]=[CH:23][CH:22]=1. (7) Given the reactants C[N:2]1[CH:7]([O:8][CH:9]([CH3:11])[CH3:10])[C:6]([N+:12]([O-])=O)=[CH:5][CH:4]=[C:3]1[C:15]1[CH2:16][CH2:17][NH:18][CH2:19][CH:20]=1.[CH:21]([O-])=O.[NH4+], predict the reaction product. The product is: [CH3:21][N:18]1[CH2:19][CH2:20][CH:15]([C:3]2[N:2]=[C:7]([O:8][CH:9]([CH3:10])[CH3:11])[C:6]([NH2:12])=[CH:5][CH:4]=2)[CH2:16][CH2:17]1. (8) Given the reactants [CH3:1][O:2][C:3]([C:5]1[N:6]([CH2:23][C:24]2[CH:29]=[CH:28][CH:27]=[CH:26][CH:25]=2)[C:7](=[O:22])[C:8]2[C:13]([C:14]=1[C:15]1[CH:20]=[CH:19][CH:18]=[CH:17][CH:16]=1)=[CH:12][C:11](Br)=[CH:10][CH:9]=2)=[O:4].[CH3:30]B(O)O.C(=O)([O-])[O-].[K+].[K+].C1(C)C=CC=CC=1, predict the reaction product. The product is: [CH3:1][O:2][C:3]([C:5]1[N:6]([CH2:23][C:24]2[CH:29]=[CH:28][CH:27]=[CH:26][CH:25]=2)[C:7](=[O:22])[C:8]2[C:13]([C:14]=1[C:15]1[CH:20]=[CH:19][CH:18]=[CH:17][CH:16]=1)=[CH:12][C:11]([CH3:30])=[CH:10][CH:9]=2)=[O:4].